This data is from Catalyst prediction with 721,799 reactions and 888 catalyst types from USPTO. The task is: Predict which catalyst facilitates the given reaction. (1) Reactant: [Cl:1][C:2]1[C:3]([C:12]2[O:13][CH:14]=[CH:15][CH:16]=2)=[N:4][C:5]([NH2:11])=[N:6][C:7]=1S(C)=O.[C:17]1([NH:23][CH2:24][CH2:25][NH2:26])[CH:22]=[CH:21][CH:20]=[CH:19][CH:18]=1. Product: [Cl:1][C:2]1[C:7]([NH:26][CH2:25][CH2:24][NH:23][C:17]2[CH:22]=[CH:21][CH:20]=[CH:19][CH:18]=2)=[N:6][C:5]([NH2:11])=[N:4][C:3]=1[C:12]1[O:13][CH:14]=[CH:15][CH:16]=1. The catalyst class is: 57. (2) Reactant: [NH2:1][C:2]1[N:10]=[CH:9][N:8]=[C:7]2[C:3]=1[N:4]=[CH:5][N:6]2[C@H:11]1[C@@H:15]2[O:16][C:17]([CH3:20])([CH3:19])[O:18][C@@H:14]2[C@@H:13]([CH2:21][N:22]([CH:37]2[CH2:40][CH2:39][CH2:38]2)[CH2:23][CH2:24][CH2:25][N:26]2C(=O)C3C(=CC=CC=3)C2=O)[O:12]1.O.NN. Product: [NH2:1][C:2]1[N:10]=[CH:9][N:8]=[C:7]2[C:3]=1[N:4]=[CH:5][N:6]2[C@H:11]1[C@@H:15]2[O:16][C:17]([CH3:19])([CH3:20])[O:18][C@@H:14]2[C@@H:13]([CH2:21][N:22]([CH:37]2[CH2:40][CH2:39][CH2:38]2)[CH2:23][CH2:24][CH2:25][NH2:26])[O:12]1. The catalyst class is: 14. (3) Reactant: C(O[C:5](=[O:7])[CH3:6])(=O)C.[Br:8][C:9]1[CH:10]=[CH:11][C:12]([NH2:15])=[N:13][CH:14]=1.CC(C)([O-])C.[K+]. Product: [Br:8][C:9]1[CH:10]=[CH:11][C:12]([NH:15][C:5](=[O:7])[CH3:6])=[N:13][CH:14]=1. The catalyst class is: 3. (4) Reactant: [CH2:1]([O:3][C:4]1[C:8]([CH2:9][CH2:10][CH2:11][O:12][C:13]2[CH:18]=[CH:17][C:16]([CH2:19][CH2:20][C:21]([O:23]CC)=[O:22])=[CH:15][C:14]=2[OH:26])=[CH:7][N:6]([C:27]2[CH:32]=[CH:31][C:30]([C:33]([F:36])([F:35])[F:34])=[CH:29][N:28]=2)[N:5]=1)[CH3:2].[CH3:37][CH:38](O)[CH3:39].C(P(CCCC)CCCC)CCC.N(C(N1CCCCC1)=O)=NC(N1CCCCC1)=O. Product: [CH2:1]([O:3][C:4]1[C:8]([CH2:9][CH2:10][CH2:11][O:12][C:13]2[CH:18]=[CH:17][C:16]([CH2:19][CH2:20][C:21]([OH:23])=[O:22])=[CH:15][C:14]=2[O:26][CH:38]([CH3:39])[CH3:37])=[CH:7][N:6]([C:27]2[CH:32]=[CH:31][C:30]([C:33]([F:36])([F:35])[F:34])=[CH:29][N:28]=2)[N:5]=1)[CH3:2]. The catalyst class is: 7.